Dataset: Forward reaction prediction with 1.9M reactions from USPTO patents (1976-2016). Task: Predict the product of the given reaction. (1) Given the reactants [NH2:1][C:2]1[CH:6]=[C:5]([Br:7])[S:4][C:3]=1[C:8]([NH:10][CH2:11][C:12]1[CH:17]=[CH:16][C:15]([O:18][CH3:19])=[CH:14][CH:13]=1)=[O:9].[O-]S([O-])(=O)=O.[Mg+2].CO[C:28](OC)([CH3:30])[CH3:29].CC1C=CC(S(O)(=O)=O)=CC=1.C([O-])(O)=O.[Na+], predict the reaction product. The product is: [Br:7][C:5]1[S:4][C:3]2[C:8](=[O:9])[N:10]([CH2:11][C:12]3[CH:17]=[CH:16][C:15]([O:18][CH3:19])=[CH:14][CH:13]=3)[C:28]([CH3:30])([CH3:29])[NH:1][C:2]=2[CH:6]=1. (2) Given the reactants [N+:1]([C:4]1[CH:9]=[CH:8][CH:7]=[CH:6][C:5]=1[S:10]([NH:13][CH:14]1[CH2:19][CH2:18][N:17]([CH2:20][C:21]2[CH:26]=[CH:25][CH:24]=[CH:23][CH:22]=2)[CH2:16][CH2:15]1)(=[O:12])=[O:11])([O-])=O.O.O.S(S([O-])=O)([O-])=O.[Na+].[Na+], predict the reaction product. The product is: [NH2:1][C:4]1[CH:9]=[CH:8][CH:7]=[CH:6][C:5]=1[S:10]([NH:13][CH:14]1[CH2:15][CH2:16][N:17]([CH2:20][C:21]2[CH:26]=[CH:25][CH:24]=[CH:23][CH:22]=2)[CH2:18][CH2:19]1)(=[O:12])=[O:11]. (3) Given the reactants [Br:1][C:2]1[CH:3]=[C:4]2[C:9](=[CH:10][CH:11]=1)[N:8]=[C:7]([C:12]1[CH:13]=[N:14][CH:15]=[CH:16][CH:17]=1)[N:6]=[C:5]2[NH:18][CH3:19].C(O[C:24](=[O:26])[CH3:25])(=O)C, predict the reaction product. The product is: [Br:1][C:2]1[CH:3]=[C:4]2[C:9](=[CH:10][CH:11]=1)[N:8]=[C:7]([C:12]1[CH:13]=[N:14][CH:15]=[CH:16][CH:17]=1)[N:6]=[C:5]2[N:18]([CH3:19])[C:24](=[O:26])[CH3:25]. (4) Given the reactants [I:1][C:2]1[CH:17]=[CH:16][C:5]2[NH:6][C:7]([CH2:12][C:13](O)=[O:14])=[N:8][S:9](=[O:11])(=[O:10])[C:4]=2[CH:3]=1.C([O:21][C:22]([C:24]1[N:25]([NH:29][CH2:30][CH2:31][C:32]([CH3:35])([CH3:34])[CH3:33])[CH:26]=[CH:27][CH:28]=1)=O)C=C.ClCCl.[O-]CC.[Na+].Cl, predict the reaction product. The product is: [CH3:33][C:32]([CH3:35])([CH3:34])[CH2:31][CH2:30][N:29]1[C:13](=[O:14])[C:12]([C:7]2[NH:6][C:5]3[CH:16]=[CH:17][C:2]([I:1])=[CH:3][C:4]=3[S:9](=[O:11])(=[O:10])[N:8]=2)=[C:22]([OH:21])[C:24]2=[CH:28][CH:27]=[CH:26][N:25]12. (5) Given the reactants [NH:1]1[CH2:4][CH:3]([N:5]2[C:9]([C:10]3[CH:15]=[CH:14][N:13]=[C:12]([NH2:16])[N:11]=3)=[C:8]([C:17]3[CH:22]=[CH:21][C:20]([F:23])=[CH:19][CH:18]=3)[N:7]=[CH:6]2)[CH2:2]1.[N:24]1[CH:29]=[CH:28][CH:27]=[N:26][C:25]=1[CH:30]=O.C(N(CC)CC)C.C(O)(=O)C.C(O[BH-](OC(=O)C)OC(=O)C)(=O)C.[Na+], predict the reaction product. The product is: [F:23][C:20]1[CH:21]=[CH:22][C:17]([C:8]2[N:7]=[CH:6][N:5]([CH:3]3[CH2:2][N:1]([CH2:30][C:25]4[N:26]=[CH:27][CH:28]=[CH:29][N:24]=4)[CH2:4]3)[C:9]=2[C:10]2[CH:15]=[CH:14][N:13]=[C:12]([NH2:16])[N:11]=2)=[CH:18][CH:19]=1. (6) The product is: [C:24]([O:23][C:21]([N:16]1[C@@H:17]2[C@@H:12]([C@H:11]([OH:10])[CH2:20][CH2:19][CH2:18]2)[NH:13][CH2:14][CH2:15]1)=[O:22])([CH3:27])([CH3:25])[CH3:26]. Given the reactants [F-].[NH4+].[Si]([O:10][C@@H:11]1[CH2:20][CH2:19][CH2:18][C@H:17]2[C@@H:12]1[NH:13][CH2:14][CH2:15][N:16]2[C:21]([O:23][C:24]([CH3:27])([CH3:26])[CH3:25])=[O:22])(C(C)(C)C)(C)C, predict the reaction product. (7) The product is: [CH3:11][C:12]1[C:13]([N:18]([CH2:35][O:36][CH2:37][CH3:38])[S:19]([C:22]2[S:23][CH:24]=[CH:25][C:26]=2[C:27]2[CH:32]=[CH:31][C:30]([CH2:33][OH:34])=[CH:29][CH:28]=2)(=[O:21])=[O:20])=[N:14][O:15][C:16]=1[CH3:17]. Given the reactants [H-].[Al+3].[Li+].[N+3].[H-].[H-].[H-].[H-].[H-].[H-].[CH3:11][C:12]1[C:13]([N:18]([CH2:35][O:36][CH2:37][CH3:38])[S:19]([C:22]2[S:23][CH:24]=[CH:25][C:26]=2[C:27]2[CH:32]=[CH:31][C:30]([CH:33]=[O:34])=[CH:29][CH:28]=2)(=[O:21])=[O:20])=[N:14][O:15][C:16]=1[CH3:17].[OH-].[Na+], predict the reaction product. (8) Given the reactants [C:1](Cl)(=[O:4])[CH2:2][CH3:3].[NH2:6][C:7]1[CH:8]=[C:9]([CH:13]2[CH2:18][CH2:17][N:16]([C:19]([O:21][C:22]([CH3:25])([CH3:24])[CH3:23])=[O:20])[CH2:15][CH2:14]2)[CH:10]=[CH:11][CH:12]=1.O, predict the reaction product. The product is: [C:1]([NH:6][C:7]1[CH:8]=[C:9]([CH:13]2[CH2:14][CH2:15][N:16]([C:19]([O:21][C:22]([CH3:25])([CH3:24])[CH3:23])=[O:20])[CH2:17][CH2:18]2)[CH:10]=[CH:11][CH:12]=1)(=[O:4])[CH2:2][CH3:3].